From a dataset of NCI-60 drug combinations with 297,098 pairs across 59 cell lines. Regression. Given two drug SMILES strings and cell line genomic features, predict the synergy score measuring deviation from expected non-interaction effect. (1) Drug 1: C1=NC2=C(N=C(N=C2N1C3C(C(C(O3)CO)O)F)Cl)N. Drug 2: CC(C)(C#N)C1=CC(=CC(=C1)CN2C=NC=N2)C(C)(C)C#N. Cell line: HS 578T. Synergy scores: CSS=0.618, Synergy_ZIP=-2.20, Synergy_Bliss=-4.74, Synergy_Loewe=-3.43, Synergy_HSA=-3.28. (2) Drug 1: CS(=O)(=O)C1=CC(=C(C=C1)C(=O)NC2=CC(=C(C=C2)Cl)C3=CC=CC=N3)Cl. Drug 2: CCC(=C(C1=CC=CC=C1)C2=CC=C(C=C2)OCCN(C)C)C3=CC=CC=C3.C(C(=O)O)C(CC(=O)O)(C(=O)O)O. Cell line: CCRF-CEM. Synergy scores: CSS=12.8, Synergy_ZIP=0.543, Synergy_Bliss=5.20, Synergy_Loewe=-0.129, Synergy_HSA=2.30.